Dataset: Forward reaction prediction with 1.9M reactions from USPTO patents (1976-2016). Task: Predict the product of the given reaction. (1) Given the reactants [Br:1][C:2]1[CH:7]=[CH:6][C:5]([NH:8][C:9](=[O:11])[CH3:10])=[CH:4][C:3]=1[OH:12].C(=O)([O-])[O-].[K+].[K+].Cl.Cl[CH2:21][CH2:22][N:23]1[CH2:28][CH2:27][CH2:26][CH2:25][CH2:24]1, predict the reaction product. The product is: [Br:1][C:2]1[CH:7]=[CH:6][C:5]([NH:8][C:9](=[O:11])[CH3:10])=[CH:4][C:3]=1[O:12][CH2:21][CH2:22][N:23]1[CH2:28][CH2:27][CH2:26][CH2:25][CH2:24]1. (2) Given the reactants [Cl:1][C:2]1[CH:18]=[C:17]([Cl:19])[CH:16]=[CH:15][C:3]=1[CH2:4][NH:5][C:6]([N:8]1[CH2:14][CH:13]2[CH:10]([CH2:11][NH:12]2)[CH2:9]1)=[O:7].Br[C:21]1[CH:31]=[CH:30][C:24]([C:25]([O:27][CH2:28][CH3:29])=[O:26])=[CH:23][CH:22]=1, predict the reaction product. The product is: [CH2:28]([O:27][C:25](=[O:26])[C:24]1[CH:30]=[CH:31][C:21]([N:12]2[CH2:11][CH:10]3[CH:13]2[CH2:14][N:8]([C:6](=[O:7])[NH:5][CH2:4][C:3]2[CH:15]=[CH:16][C:17]([Cl:19])=[CH:18][C:2]=2[Cl:1])[CH2:9]3)=[CH:22][CH:23]=1)[CH3:29]. (3) The product is: [CH2:30]([O:29][C:27](=[O:28])[CH2:26][N:25]([CH2:2][C:3]1[N:13]=[CH:12][C:11]([I:14])=[CH:10][C:4]=1[C:5]([O:7][CH2:8][CH3:9])=[O:6])[S:22]([C:19]1[CH:18]=[CH:17][C:16]([CH3:15])=[CH:21][CH:20]=1)(=[O:23])=[O:24])[CH3:31]. Given the reactants Br[CH2:2][C:3]1[N:13]=[CH:12][C:11]([I:14])=[CH:10][C:4]=1[C:5]([O:7][CH2:8][CH3:9])=[O:6].[CH3:15][C:16]1[CH:21]=[CH:20][C:19]([S:22]([NH:25][CH2:26][C:27]([O:29][CH2:30][CH3:31])=[O:28])(=[O:24])=[O:23])=[CH:18][CH:17]=1.[O-]CC.[Na+], predict the reaction product. (4) The product is: [CH:1]1[CH:6]=[C:5]([C:7]([C:8]2[CH:9]=[C:10]([I:16])[C:11]([O-:12])=[C:13]([I:15])[CH:14]=2)=[C:17]2[CH:18]=[C:19]([I:25])[C:20](=[O:24])[C:21]([I:23])=[CH:22]2)[C:4]([C:26]([O-:28])=[O:27])=[CH:3][CH:2]=1.[Na+:29].[Na+:29].[CH2:46]([O:48][C:49]([N:51]1[CH2:52][CH2:53][N:54]([C:40](=[O:42])[C@H:38]([CH2:37][C:36]2[CH:43]=[CH:44][CH:45]=[C:34]([N+:31]([O-:33])=[O:32])[CH:35]=2)[NH2:39])[CH2:55][CH2:56]1)=[O:50])[CH3:47]. Given the reactants [CH:1]1[CH:6]=[C:5]([C:7]([C:17]2[CH:22]=[C:21]([I:23])[C:20]([O-:24])=[C:19]([I:25])[CH:18]=2)=[C:8]2[CH:14]=[C:13]([I:15])[C:11](=[O:12])[C:10]([I:16])=[CH:9]2)[C:4]([C:26]([O-:28])=[O:27])=[CH:3][CH:2]=1.[Na+:29].[Na+].[N+:31]([C:34]1[CH:35]=[C:36]([CH:43]=[CH:44][CH:45]=1)[CH2:37][C@@H:38]([C:40]([OH:42])=O)[NH2:39])([O-:33])=[O:32].[CH2:46]([O:48][C:49]([N:51]1[CH2:56][CH2:55][NH:54][CH2:53][CH2:52]1)=[O:50])[CH3:47].ON1C2C=CC=CC=2N=N1.C1(N=C=NC2CCCCC2)CCCCC1, predict the reaction product. (5) Given the reactants [F:1][C:2]1[CH:10]=[CH:9][C:8]([N+:11]([O-:13])=[O:12])=[CH:7][C:3]=1[C:4](Cl)=[O:5].[Br:14][C:15]1[CH:21]=[CH:20][C:18]([NH2:19])=[CH:17][CH:16]=1, predict the reaction product. The product is: [Br:14][C:15]1[CH:21]=[CH:20][C:18]([NH:19][C:4](=[O:5])[C:3]2[CH:7]=[C:8]([N+:11]([O-:13])=[O:12])[CH:9]=[CH:10][C:2]=2[F:1])=[CH:17][CH:16]=1.